Task: Predict the reaction yield, written as a fraction of the theoretical maximum amount of product (1.0 means a 100% yield; for example, 0.34 means a 34% yield).. Dataset: Reaction yield outcomes from USPTO patents with 853,638 reactions (1) The reactants are C([N:8]1[CH2:16][C:15]2[C:10](=[CH:11][CH:12]=[C:13]([O:17][C:18]3[CH:26]=[CH:25][C:21]([C:22]([NH2:24])=[O:23])=[CH:20][N:19]=3)[CH:14]=2)[CH2:9]1)C1C=CC=CC=1.[H][H]. The catalyst is [Pd].CCO. The product is [CH2:9]1[C:10]2[C:15](=[CH:14][C:13]([O:17][C:18]3[CH:26]=[CH:25][C:21]([C:22]([NH2:24])=[O:23])=[CH:20][N:19]=3)=[CH:12][CH:11]=2)[CH2:16][NH:8]1. The yield is 0.110. (2) The reactants are [F:1][C:2]1[CH:30]=[CH:29][C:5]([CH2:6][N:7]2[C:15]3[C:10](=[CH:11][CH:12]=[CH:13][CH:14]=3)[C:9]3[CH2:16][C@@H:17]([CH2:27][OH:28])[N:18]([C:20]([O:22][C:23]([CH3:26])([CH3:25])[CH3:24])=[O:21])[CH2:19][C:8]2=3)=[CH:4][CH:3]=1.CCN=C=NCCCN(C)C.Cl.C1C=CC2N(O)N=NC=2C=1.CN1CCOCC1.[CH3:60][O:61][C:62](=[O:65])[CH2:63][NH2:64].Cl. The catalyst is C(Cl)Cl.O. The product is [F:1][C:2]1[CH:30]=[CH:29][C:5]([CH2:6][N:7]2[C:15]3[C:10](=[CH:11][CH:12]=[CH:13][CH:14]=3)[C:9]3[CH2:16][CH:17]([C:27](=[O:28])[NH:64][CH2:63][C:62]([O:61][CH3:60])=[O:65])[N:18]([C:20]([O:22][C:23]([CH3:26])([CH3:24])[CH3:25])=[O:21])[CH2:19][C:8]2=3)=[CH:4][CH:3]=1. The yield is 0.620. (3) The reactants are C1(P(C2C=CC=CC=2)C2C=CC=CC=2)C=CC=CC=1.CCOC(/N=N/C(OCC)=O)=O.[CH3:32][O:33][C:34](=[O:52])[C:35]([C:38]1[CH:43]=[CH:42][C:41]([O:44][CH2:45][C:46]2[CH:51]=[CH:50][CH:49]=[CH:48][CH:47]=2)=[CH:40][CH:39]=1)([OH:37])[CH3:36].[Cl:53][C:54]1[CH:59]=[CH:58][C:57](O)=[CH:56][CH:55]=1. The catalyst is C1COCC1. The product is [CH3:32][O:33][C:34](=[O:52])[C:35]([C:38]1[CH:43]=[CH:42][C:41]([O:44][CH2:45][C:46]2[CH:47]=[CH:48][CH:49]=[CH:50][CH:51]=2)=[CH:40][CH:39]=1)([O:37][C:57]1[CH:58]=[CH:59][C:54]([Cl:53])=[CH:55][CH:56]=1)[CH3:36]. The yield is 0.600. (4) The yield is 0.340. The product is [CH2:1]([NH:8][CH2:17][C:14]1[CH:13]=[CH:12][C:11]([O:10][CH3:9])=[CH:16][CH:15]=1)[CH2:2][CH2:3][CH2:4][CH2:5][CH:6]=[CH2:7]. The reactants are [CH2:1]([NH2:8])[CH2:2][CH2:3][CH2:4][CH2:5][CH:6]=[CH2:7].[CH3:9][O:10][C:11]1[CH:12]=[CH:13][C:14]([CH:17]=O)=[CH:15][CH:16]=1.[BH4-].[Na+]. The catalyst is CCO. (5) The reactants are [O:1]=[C:2]1[C:6]([C:7]([O:9][CH2:10][CH3:11])=[O:8])=[CH:5][NH:4][N:3]1[C:12]1[CH:17]=[CH:16][CH:15]=[CH:14][CH:13]=1.F[C:19](F)(F)S(OC)(=O)=O. The catalyst is ClCCl. The product is [CH3:19][N:4]1[CH:5]=[C:6]([C:7]([O:9][CH2:10][CH3:11])=[O:8])[C:2](=[O:1])[N:3]1[C:12]1[CH:17]=[CH:16][CH:15]=[CH:14][CH:13]=1. The yield is 0.210.